This data is from Experimentally validated miRNA-target interactions with 360,000+ pairs, plus equal number of negative samples. The task is: Binary Classification. Given a miRNA mature sequence and a target amino acid sequence, predict their likelihood of interaction. (1) The miRNA is hsa-miR-6780a-5p with sequence UUGGGAGGGAAGACAGCUGGAGA. The protein sequence of the target gene is MDGASAEQDGLQEDRSHSGPSSLPEAPLKPPGPLVPPDQQDKVQCAEVNRASTEGESPDGPGQGGLCQNGPTPPFPDPPSSLDPTTSPVGPDASPGVAGFHDNLRKSQGTSAEGSVRKEALQSLRLSLPMQETQLCSTDSPLPLEKEEQVRLQARKWLEEQLKQYRVKRQQERSSQPATKTRLFSTLDPELMLNPENLPRASTLAMTKEYSFLRTSVPRGPKVGSLGLPAHPREKKTSKSSKIRSLADYRTEDSNAGNSGGNVPAPDSTKGSLKQNRSSAASVVSEISLSPDTDDRLENT.... Result: 1 (interaction). (2) The miRNA is hsa-miR-215-5p with sequence AUGACCUAUGAAUUGACAGAC. The protein sequence of the target gene is MSGELSNRFQGGKAFGLLKARQERRLAEINREFLCDQKYSDEENLPEKLTAFKEKYMEFDLNNEGEIDLMSLKRMMEKLGVPKTHLEMKKMISEVTGGVSDTISYRDFVNMMLGKRSAVLKLVMMFEGKANESSPKPVGPPPERDIASLP. Result: 0 (no interaction). (3) The miRNA is hsa-miR-4251 with sequence CCUGAGAAAAGGGCCAA. The protein sequence of the target gene is MAEGDEAARRQQPQQGLRRRRQTSDSSVGVNHVSSTTSLGEDYEDDDLVNSDEVMKKPCPVQIVLAHEDDHNFELDEEALEQILLQEHIRDLNIVVVSVAGAFRKGKSFLLDFMLRYMYNKDSQSWIGGNNEPLTGFTWRGGCERETTGIQVWNEVFVIDRPNGTKVAVLLMDTQGAFDSQSTIKDCATVFALSTMTSSVQVYNLSQNIQEDDLQHLQLFTEYGRLAMEEIYQKPFQTLMFLIRDWSYPYEHSYGLEGGKQFLEKRLQVKQNQHEELQNVRKHIHNCFSNLGCFLLPHPG.... Result: 0 (no interaction). (4) The miRNA is hsa-miR-6134 with sequence UGAGGUGGUAGGAUGUAGA. The protein sequence of the target gene is MAENPSLENHRIKSFKNKGRDVETMRRHRNEVTVELRKNKRDEHLLKKRNVPQEESLEDSDVDADFKAQNVTLEAILQNATSDNPVVQLSAVQAARKLLSSDRNPPIDDLIKSGILPILVKCLERDDNPSLQFEAAWALTNIASGTSAQTQAVVQSNAVPLFLRLLRSPHQNVCEQAVWALGNIIGDGPQCRDYVISLGVVKPLLSFISPSIPITFLRNVTWVIVNLCRNKDPPPPMETVQEILPALCVLIYHTDINILVDTVWALSYLTDGGNEQIQMVIDSGVVPFLVPLLSHQEVKV.... Result: 0 (no interaction). (5) The miRNA is hsa-miR-548c-3p with sequence CAAAAAUCUCAAUUACUUUUGC. The protein sequence of the target gene is MMQDVSSSPVSPADDSLSNSEEEPDRQQPPSGKRGGRKRRSSRRSAGGGAGPGGAAGGGVGGGDEPGSPAQGKRGKKSAGCGGGGGAGGGGGSSSGGGSPQSYEELQTQRVMANVRERQRTQSLNEAFAALRKIIPTLPSDKLSKIQTLKLAARYIDFLYQVLQSDELDSKMASCSYVAHERLSYAFSVWRMEGAWSMSASH. Result: 1 (interaction). (6) The miRNA is hsa-miR-4709-5p with sequence ACAACAGUGACUUGCUCUCCAA. The protein sequence of the target gene is MAAGSDLLDEVFFNSEVDEKVVSDLVGSLESQLAASAAHHHHLAPRTPEVRAAAAGALGNHVVSGSPAGAAGAGPAAPAEGAPGAAPEPPPAGRARPGGGGPQRPGPPSPRRPLVPAGPAPPAAKLRPPPEGSAGSCAPVPAAAAVAAGPEPAPAGPAKPAGPAALAARAGPGPGPGPGPGPGPGPGKPAGPGAAQTLNGSAALLNSHHAAAPAVSLVNNGPAALLPLPKPAAPGTVIQTPPFVGAAAPPAPAAPSPPAAPAPAAPAAAPPPPPPAPATLARPPGHPAGPPTAAPAVPPP.... Result: 0 (no interaction).